This data is from Full USPTO retrosynthesis dataset with 1.9M reactions from patents (1976-2016). The task is: Predict the reactants needed to synthesize the given product. (1) Given the product [CH2:20]([O:19][C:7]1[CH:6]=[C:5]([N:1]([CH3:4])[CH3:2])[N:10]=[N:9][C:8]=1[O:11][CH2:12][C:13]1[CH:18]=[CH:17][CH:16]=[CH:15][CH:14]=1)[C:21]1[CH:22]=[CH:23][CH:24]=[CH:25][CH:26]=1, predict the reactants needed to synthesize it. The reactants are: [N:1]1([C:5]2[N:10]=[N:9][C:8]([O:11][CH2:12][C:13]3[CH:18]=[CH:17][CH:16]=[CH:15][CH:14]=3)=[C:7]([O:19][CH2:20][C:21]3[CH:26]=[CH:25][CH:24]=[CH:23][CH:22]=3)[CH:6]=2)[CH2:4]C[CH2:2]1.C(OC1N=NC(Cl)=CC=1OCC1C=CC=CC=1)C1C=CC=CC=1.C(OC1N=NC(C#CC(C)C)=CC=1OCC1C=CC=CC=1)C1C=CC=CC=1.CNC. (2) Given the product [CH2:1]([C@@:5]1([CH2:28][CH3:29])[NH:11][C@H:10]([C:12]2[CH:13]=[CH:14][CH:15]=[CH:16][CH:17]=2)[C:9]2[CH:18]=[C:19]([O:24][CH3:25])[C:20]([CH2:22][NH:23][C:39](=[O:40])[CH2:38][CH2:37][Cl:36])=[CH:21][C:8]=2[S:7](=[O:26])(=[O:27])[CH2:6]1)[CH2:2][CH2:3][CH3:4], predict the reactants needed to synthesize it. The reactants are: [CH2:1]([C@@:5]1([CH2:28][CH3:29])[NH:11][C@H:10]([C:12]2[CH:17]=[CH:16][CH:15]=[CH:14][CH:13]=2)[C:9]2[CH:18]=[C:19]([O:24][CH3:25])[C:20]([CH2:22][NH2:23])=[CH:21][C:8]=2[S:7](=[O:27])(=[O:26])[CH2:6]1)[CH2:2][CH2:3][CH3:4].N1C=CC=CC=1.[Cl:36][CH2:37][CH2:38][C:39](Cl)=[O:40]. (3) Given the product [CH3:61][O:62][C:63]1[N:68]=[C:67]([NH:69][C:44]2[CH:45]=[CH:46][C:47]3[CH2:48][N:49]([CH3:60])[CH2:50][CH:51]([CH2:55][C:56]([F:59])([F:58])[F:57])[O:52][C:53]=3[N:54]=2)[CH:66]=[CH:65][C:64]=1[C:70]1[CH:75]=[C:74]([CH3:76])[N:73]=[CH:72][N:71]=1, predict the reactants needed to synthesize it. The reactants are: CC1(C)C2C(=C(P(C3C=CC=CC=3)C3C=CC=CC=3)C=CC=2)OC2C(P(C3C=CC=CC=3)C3C=CC=CC=3)=CC=CC1=2.Cl[C:44]1[CH:45]=[CH:46][C:47]2[CH2:48][N:49]([CH3:60])[CH2:50][CH:51]([CH2:55][C:56]([F:59])([F:58])[F:57])[O:52][C:53]=2[N:54]=1.[CH3:61][O:62][C:63]1[N:68]=[C:67]([NH2:69])[CH:66]=[CH:65][C:64]=1[C:70]1[CH:75]=[C:74]([CH3:76])[N:73]=[CH:72][N:71]=1.C(=O)([O-])[O-].[Cs+].[Cs+]. (4) Given the product [N+:9]([C:8]1[CH:7]=[CH:6][C:4]([NH2:5])=[CH:3][C:2]=1[O:20][C:17]1[CH:18]=[CH:19][C:14]([CH:12]=[CH2:13])=[CH:15][CH:16]=1)([O-:11])=[O:10], predict the reactants needed to synthesize it. The reactants are: F[C:2]1[CH:3]=[C:4]([CH:6]=[CH:7][C:8]=1[N+:9]([O-:11])=[O:10])[NH2:5].[CH:12]([C:14]1[CH:19]=[CH:18][C:17]([OH:20])=[CH:16][CH:15]=1)=[CH2:13].C([O-])([O-])=O.[K+].[K+].C(OCC)(=O)C.CCCCCC. (5) Given the product [CH2:14]([O:10][C:5]1[C:4]([C:11]#[N:12])=[C:3]([CH2:1][CH3:2])[CH:8]=[C:7]([CH3:9])[N:6]=1)[C:15]1[CH:20]=[CH:19][CH:18]=[CH:17][CH:16]=1, predict the reactants needed to synthesize it. The reactants are: [CH2:1]([C:3]1[CH:8]=[C:7]([CH3:9])[NH:6][C:5](=[O:10])[C:4]=1[C:11]#[N:12])[CH3:2].Cl[CH2:14][C:15]1[CH:20]=[CH:19][CH:18]=[CH:17][CH:16]=1.